Predict the product of the given reaction. From a dataset of Forward reaction prediction with 1.9M reactions from USPTO patents (1976-2016). (1) Given the reactants [OH:1][C@H:2]1[CH2:6][CH2:5][N:4]([C:7]([O:9][CH2:10][C:11]2[CH:16]=[CH:15][CH:14]=[CH:13][CH:12]=2)=[O:8])[CH2:3]1.C[N+]1([O-])CCOCC1, predict the reaction product. The product is: [O:1]=[C:2]1[CH2:6][CH2:5][N:4]([C:7]([O:9][CH2:10][C:11]2[CH:16]=[CH:15][CH:14]=[CH:13][CH:12]=2)=[O:8])[CH2:3]1. (2) The product is: [Br:1][C:2]1[CH:3]=[C:4]2[C:9](=[CH:10][CH:11]=1)[N:8]=[CH:7][C:6]([NH2:12])=[C:5]2[NH:15][C:16]1[CH:17]=[N:18][C:19]([O:22][CH3:23])=[CH:20][CH:21]=1. Given the reactants [Br:1][C:2]1[CH:3]=[C:4]2[C:9](=[CH:10][CH:11]=1)[N:8]=[CH:7][C:6]([N+:12]([O-])=O)=[C:5]2[NH:15][C:16]1[CH:17]=[N:18][C:19]([O:22][CH3:23])=[CH:20][CH:21]=1.[H][H], predict the reaction product. (3) Given the reactants C([N:8]1[CH2:14][C:13]2[N:15]=[C:16]([Br:24])[C:17]([N:19]([CH3:23])[CH:20]([CH3:22])[CH3:21])=[N:18][C:12]=2[O:11][CH2:10][CH2:9]1)C1C=CC=CC=1.[Cl:25]C(OC(Cl)C)=O, predict the reaction product. The product is: [ClH:25].[Br:24][C:16]1[C:17]([N:19]([CH3:23])[CH:20]([CH3:21])[CH3:22])=[N:18][C:12]2[O:11][CH2:10][CH2:9][NH:8][CH2:14][C:13]=2[N:15]=1.